Dataset: Forward reaction prediction with 1.9M reactions from USPTO patents (1976-2016). Task: Predict the product of the given reaction. (1) Given the reactants [F-].C([N+](CCCC)(CCCC)CCCC)CCC.[Cl:19][C:20]1[CH:25]=[CH:24][N:23]=[C:22]2[N:26](S(C3C=CC(C)=CC=3)(=O)=O)[CH:27]=[C:28]([C:29]([F:32])([F:31])[F:30])[C:21]=12.C([O-])(O)=O.[Na+], predict the reaction product. The product is: [Cl:19][C:20]1[CH:25]=[CH:24][N:23]=[C:22]2[NH:26][CH:27]=[C:28]([C:29]([F:30])([F:31])[F:32])[C:21]=12. (2) Given the reactants [CH3:1][CH:2]([CH2:4][CH2:5][CH2:6][C@H:7]([C@@H:9]1[C@:26]2([CH3:27])[C@H:12]([C@H:13]3[C@H:23]([CH2:24][CH2:25]2)[C@:21]2([CH3:22])[C:16](=[CH:17][C:18](=O)[CH:19]=[CH:20]2)[CH2:15][CH2:14]3)[CH2:11][CH2:10]1)[CH3:8])[CH3:3].Cl.[NH2:30][OH:31], predict the reaction product. The product is: [CH3:1][CH:2]([CH2:4][CH2:5][CH2:6][C@H:7]([C@@H:9]1[C@:26]2([CH3:27])[C@H:12]([C@H:13]3[C@H:23]([CH2:24][CH2:25]2)[C@:21]2([CH3:22])[C:16](=[CH:17][C:18](=[N:30][OH:31])[CH:19]=[CH:20]2)[CH2:15][CH2:14]3)[CH2:11][CH2:10]1)[CH3:8])[CH3:3]. (3) Given the reactants [OH:1][C:2]1[CH:9]=[CH:8][C:5]([CH:6]=[O:7])=[CH:4][CH:3]=1.[F:10][C:11]([F:16])([F:15])[CH2:12][CH2:13]O.C1(P(C2C=CC=CC=2)C2C=CC=CC=2)C=CC=CC=1.CC(OC(/N=N/C(OC(C)C)=O)=O)C, predict the reaction product. The product is: [F:10][C:11]([F:16])([F:15])[CH2:12][CH2:13][O:1][C:2]1[CH:9]=[CH:8][C:5]([CH:6]=[O:7])=[CH:4][CH:3]=1. (4) The product is: [CH3:18][O:17][C:7]1[C:5]2[N:6]=[C:2]([NH:1][C:19]([N:23]3[CH2:28][CH2:27][O:26][CH2:25][CH2:24]3)=[O:20])[S:3][C:4]=2[C:10]([N:11]2[CH2:16][CH2:15][O:14][CH2:13][CH2:12]2)=[CH:9][CH:8]=1. Given the reactants [NH2:1][C:2]1[S:3][C:4]2[C:10]([N:11]3[CH2:16][CH2:15][O:14][CH2:13][CH2:12]3)=[CH:9][CH:8]=[C:7]([O:17][CH3:18])[C:5]=2[N:6]=1.[C:19](Cl)(Cl)=[O:20].[NH:23]1[CH2:28][CH2:27][O:26][CH2:25][CH2:24]1, predict the reaction product. (5) Given the reactants [CH3:1][CH:2]1[CH2:7][CH:6]([C:8]2[CH:17]=[CH:16][CH:15]=[C:14]3[C:9]=2[CH:10]=[CH:11][C:12]([CH3:18])=[N:13]3)[CH2:5][CH2:4][N:3]1[CH2:19][CH2:20][C:21]1[CH:30]=[CH:29][CH:28]=[C:27]2[C:22]=1[CH2:23][CH2:24][C:25]1[N:26]2[CH:31]=[N:32][C:33]=1[C:34]([O:36]CC)=[O:35].[OH-].[K+], predict the reaction product. The product is: [CH3:1][CH:2]1[CH2:7][CH:6]([C:8]2[CH:17]=[CH:16][CH:15]=[C:14]3[C:9]=2[CH:10]=[CH:11][C:12]([CH3:18])=[N:13]3)[CH2:5][CH2:4][N:3]1[CH2:19][CH2:20][C:21]1[CH:30]=[CH:29][CH:28]=[C:27]2[C:22]=1[CH2:23][CH2:24][C:25]1[N:26]2[CH:31]=[N:32][C:33]=1[C:34]([OH:36])=[O:35]. (6) The product is: [CH:42]([N:45]([C:46]1[CH:51]=[CH:50][CH:49]=[CH:48][CH:47]=1)[C:8]([C:5]1[C:4]([N:11]([S:15]([C:18]2[CH:23]=[CH:22][C:21]([Cl:24])=[C:20]([C:25]([F:26])([F:27])[F:28])[CH:19]=2)(=[O:16])=[O:17])[CH2:12][O:13][CH3:14])=[CH:3][C:2]([Cl:1])=[CH:7][N:6]=1)=[O:10])([CH3:44])[CH3:43]. Given the reactants [Cl:1][C:2]1[CH:3]=[C:4]([N:11]([S:15]([C:18]2[CH:23]=[CH:22][C:21]([Cl:24])=[C:20]([C:25]([F:28])([F:27])[F:26])[CH:19]=2)(=[O:17])=[O:16])[CH2:12][O:13][CH3:14])[C:5]([C:8]([OH:10])=O)=[N:6][CH:7]=1.C(Cl)(=O)C(Cl)=O.C(N(CC)CC)C.[CH:42]([NH:45][C:46]1[CH:51]=[CH:50][CH:49]=[CH:48][CH:47]=1)([CH3:44])[CH3:43], predict the reaction product. (7) Given the reactants [C:1]1([CH2:13][NH:14][C@H:15]2[CH2:19][CH2:18][C@@H:17]([C:20]([OH:22])=[O:21])[CH2:16]2)[CH:6]=[CH:5][C:4]([C:7]2[CH:12]=[CH:11][CH:10]=[CH:9][CH:8]=2)=[CH:3][CH:2]=1.[CH3:23][C:24]([O:27][C:28](O[C:28]([O:27][C:24]([CH3:26])([CH3:25])[CH3:23])=[O:29])=[O:29])([CH3:26])[CH3:25].Cl, predict the reaction product. The product is: [C:1]1([CH2:13][N:14]([C:28]([O:27][C:24]([CH3:26])([CH3:25])[CH3:23])=[O:29])[C@H:15]2[CH2:19][CH2:18][C@@H:17]([C:20]([OH:22])=[O:21])[CH2:16]2)[CH:2]=[CH:3][C:4]([C:7]2[CH:12]=[CH:11][CH:10]=[CH:9][CH:8]=2)=[CH:5][CH:6]=1. (8) Given the reactants FC(F)(F)C(O)=O.C(O[C:13]([N:15]1[CH2:20][CH2:19][CH2:18][CH:17]([CH2:21][CH2:22][CH:23]([CH3:33])[C:24]([NH:26][C:27]2[CH:32]=[CH:31][CH:30]=[CH:29][CH:28]=2)=[O:25])[CH2:16]1)=O)(C)(C)C.[C:34]1(CC=O)[CH:39]=[CH:38][CH:37]=[CH:36][CH:35]=1.[BH-](OC(C)=O)(OC(C)=O)OC(C)=O.[Na+].C([O-])([O-])=O.[K+].[K+], predict the reaction product. The product is: [CH2:13]([N:15]1[CH2:20][CH2:19][CH2:18][CH:17]([CH2:21][CH2:22][CH:23]([CH3:33])[C:24]([NH:26][C:27]2[CH:28]=[CH:29][CH:30]=[CH:31][CH:32]=2)=[O:25])[CH2:16]1)[C:34]1[CH:39]=[CH:38][CH:37]=[CH:36][CH:35]=1.